Dataset: Peptide-MHC class I binding affinity with 185,985 pairs from IEDB/IMGT. Task: Regression. Given a peptide amino acid sequence and an MHC pseudo amino acid sequence, predict their binding affinity value. This is MHC class I binding data. (1) The peptide sequence is KSRENSTLI. The MHC is HLA-A30:01 with pseudo-sequence HLA-A30:01. The binding affinity (normalized) is 1.00. (2) The peptide sequence is SLNTLTISF. The MHC is HLA-B15:03 with pseudo-sequence HLA-B15:03. The binding affinity (normalized) is 0.430. (3) The peptide sequence is KTDGIPITI. The binding affinity (normalized) is 0.641. The MHC is HLA-A02:01 with pseudo-sequence HLA-A02:01. (4) The peptide sequence is MLEGETKLYK. The MHC is HLA-A11:01 with pseudo-sequence HLA-A11:01. The binding affinity (normalized) is 0.617. (5) The peptide sequence is AFGLFWLVW. The MHC is HLA-A03:01 with pseudo-sequence HLA-A03:01. The binding affinity (normalized) is 0.0847. (6) The binding affinity (normalized) is 0. The MHC is Mamu-B01 with pseudo-sequence Mamu-B01. The peptide sequence is GEGGGNSSWPW.